The task is: Predict the product of the given reaction.. This data is from Forward reaction prediction with 1.9M reactions from USPTO patents (1976-2016). (1) Given the reactants C[Si]([N-][Si](C)(C)C)(C)C.[Li+].[CH2:11]([O:18][C:19](=[O:35])[CH2:20][N:21]=C(C1C=CC=CC=1)C1C=CC=CC=1)[C:12]1[CH:17]=[CH:16][CH:15]=[CH:14][CH:13]=1.[C:36]([Cl:40])(=[O:39])[CH2:37][CH3:38], predict the reaction product. The product is: [ClH:40].[CH2:11]([O:18][C:19](=[O:35])[CH:20]([NH2:21])[C:36](=[O:39])[CH2:37][CH3:38])[C:12]1[CH:13]=[CH:14][CH:15]=[CH:16][CH:17]=1. (2) Given the reactants [Al+3].[Cl-].[Cl-].[Cl-].[CH3:5][O:6][C:7]1[CH:12]=[C:11]([O:13][CH3:14])[CH:10]=[C:9]([O:15][CH3:16])[CH:8]=1.Cl[C:18](=[O:25])[CH2:19][CH2:20][C:21]([O:23][CH3:24])=[O:22].C(Cl)Cl, predict the reaction product. The product is: [O:25]=[C:18]([C:8]1[C:9]([O:15][CH3:16])=[CH:10][C:11]([O:13][CH3:14])=[CH:12][C:7]=1[O:6][CH3:5])[CH2:19][CH2:20][C:21]([O:23][CH3:24])=[O:22].